From a dataset of Catalyst prediction with 721,799 reactions and 888 catalyst types from USPTO. Predict which catalyst facilitates the given reaction. Reactant: FC(F)(F)C(O)=O.C([SiH](CC)CC)C.[O:15]=[C:16]1[CH2:27][CH2:26][CH:25]=[CH:24][CH2:23][C@@H:22]([NH:28]C(=O)OC(C)(C)C)[C:21](=[O:36])[O:20][CH2:19][C@@H:18]([C:37]2[CH:42]=[CH:41][CH:40]=[CH:39][CH:38]=2)[NH:17]1. Product: [NH2:28][C@H:22]1[C:21](=[O:36])[O:20][CH2:19][C@@H:18]([C:37]2[CH:42]=[CH:41][CH:40]=[CH:39][CH:38]=2)[NH:17][C:16](=[O:15])[CH2:27][CH2:26][CH:25]=[CH:24][CH2:23]1. The catalyst class is: 2.